This data is from Catalyst prediction with 721,799 reactions and 888 catalyst types from USPTO. The task is: Predict which catalyst facilitates the given reaction. Reactant: C([O:3][C:4]([C:6]1[CH:7]=[N:8][C:9]2[C:14]([C:15]=1[NH:16][CH2:17][C:18]1[CH:23]=[CH:22][C:21]([O:24][CH3:25])=[C:20]([Cl:26])[CH:19]=1)=[CH:13][C:12]([C:27]#[N:28])=[CH:11][CH:10]=2)=[O:5])C.C1COCC1.[OH-].[Na+].Cl. Product: [Cl:26][C:20]1[CH:19]=[C:18]([CH2:17][NH:16][C:15]2[C:14]3[C:9](=[CH:10][CH:11]=[C:12]([C:27]#[N:28])[CH:13]=3)[N:8]=[CH:7][C:6]=2[C:4]([OH:5])=[O:3])[CH:23]=[CH:22][C:21]=1[O:24][CH3:25]. The catalyst class is: 357.